From a dataset of Reaction yield outcomes from USPTO patents with 853,638 reactions. Predict the reaction yield, written as a fraction of the theoretical maximum amount of product (1.0 means a 100% yield; for example, 0.34 means a 34% yield). (1) The reactants are [CH:1]1([NH2:7])[CH2:6][CH2:5][CH2:4][CH2:3][CH2:2]1.Cl[C:9]1[N:14]=[C:13]([Cl:15])[CH:12]=[C:11]([Cl:16])[N:10]=1.C(N(C(C)C)CC)(C)C. The catalyst is C(OCC)(=O)C. The product is [Cl:16][C:11]1[CH:12]=[C:13]([Cl:15])[N:14]=[C:9]([NH:7][CH:1]2[CH2:6][CH2:5][CH2:4][CH2:3][CH2:2]2)[N:10]=1. The yield is 0.350. (2) The reactants are C1C=CC(P(C2C=CC3C(=CC=CC=3)C=2C2C3C(=CC=CC=3)C=CC=2P(C2C=CC=CC=2)C2C=CC=CC=2)C2C=CC=CC=2)=CC=1.[F:47][C:48]1[CH:49]=[C:50](B(O)O)[CH:51]=[CH:52][C:53]=1[F:54].CO.[CH2:60]([N:67]1[CH2:71][CH:70]=[C:69]([C:72](=[O:74])[CH3:73])[CH2:68]1)[C:61]1[CH:66]=[CH:65][CH:64]=[CH:63][CH:62]=1. The yield is 0.400. The catalyst is O. The product is [CH2:60]([N:67]1[CH2:71][C@H:70]([C:50]2[CH:51]=[CH:52][C:53]([F:54])=[C:48]([F:47])[CH:49]=2)[C@@H:69]([C:72](=[O:74])[CH3:73])[CH2:68]1)[C:61]1[CH:66]=[CH:65][CH:64]=[CH:63][CH:62]=1. (3) The reactants are [NH:1]1[C:5]2=[N:6][CH:7]=[C:8]([C:10]3[CH:11]=[C:12]([CH:15]=[CH:16][CH:17]=3)[CH:13]=[O:14])[CH:9]=[C:4]2[CH:3]=[CH:2]1.[I:18]N1C(=O)CCC1=O. The catalyst is ClCCl. The product is [I:18][C:3]1[C:4]2[C:5](=[N:6][CH:7]=[C:8]([C:10]3[CH:11]=[C:12]([CH:15]=[CH:16][CH:17]=3)[CH:13]=[O:14])[CH:9]=2)[NH:1][CH:2]=1. The yield is 0.960. (4) The reactants are C[O:2][C:3](=[O:29])[C@@H:4]([NH:21][C:22]([O:24][C:25]([CH3:28])([CH3:27])[CH3:26])=[O:23])[CH2:5][C:6]1[CH:11]=[CH:10][C:9]([OH:12])=[C:8]([P:13]([O:18][CH2:19][CH3:20])([O:15][CH2:16][CH3:17])=[O:14])[CH:7]=1.O.[OH-].[Li+].Cl. The catalyst is CO.O. The product is [C:25]([O:24][C:22]([NH:21][C@@H:4]([CH2:5][C:6]1[CH:11]=[CH:10][C:9]([O:12][CH2:5][C:6]2[CH:11]=[CH:10][CH:9]=[CH:8][CH:7]=2)=[C:8]([P:13]([O:18][CH2:19][CH3:20])([O:15][CH2:16][CH3:17])=[O:14])[CH:7]=1)[C:3]([OH:2])=[O:29])=[O:23])([CH3:26])([CH3:27])[CH3:28]. The yield is 0.910. (5) The reactants are [C:1]([O:5][C:6](=[O:16])[NH:7][C@H:8]1[CH2:13][CH2:12][C@H:11]([CH2:14][OH:15])[CH2:10][CH2:9]1)([CH3:4])([CH3:3])[CH3:2].N1C=CC=CC=1.[CH3:23][S:24](Cl)(=[O:26])=[O:25]. The catalyst is C(Cl)Cl. The product is [CH3:23][S:24]([O:15][CH2:14][C@H:11]1[CH2:10][CH2:9][C@H:8]([NH:7][C:6]([O:5][C:1]([CH3:4])([CH3:2])[CH3:3])=[O:16])[CH2:13][CH2:12]1)(=[O:26])=[O:25]. The yield is 0.740. (6) The reactants are Cl[S:2]([NH:5][C:6](=[O:11])[O:7][CH2:8][CH2:9]Cl)(=[O:4])=[O:3].[CH2:12]([C@H:14]1[C@@H:18]([C:19]2[N:23]3[C:24]4[CH:30]=[CH:29][N:28]([S:31]([C:34]5[CH:40]=[CH:39][C:37]([CH3:38])=[CH:36][CH:35]=5)(=[O:33])=[O:32])[C:25]=4[N:26]=[CH:27][C:22]3=[N:21][N:20]=2)[CH2:17][C@@H:16]([NH2:41])[CH2:15]1)[CH3:13]. The catalyst is C(Cl)Cl. The product is [CH2:12]([C@H:14]1[C@@H:18]([C:19]2[N:23]3[C:24]4[CH:30]=[CH:29][N:28]([S:31]([C:34]5[CH:35]=[CH:36][C:37]([CH3:38])=[CH:39][CH:40]=5)(=[O:33])=[O:32])[C:25]=4[N:26]=[CH:27][C:22]3=[N:21][N:20]=2)[CH2:17][C@@H:16]([NH:41][S:2]([N:5]2[CH2:9][CH2:8][O:7][C:6]2=[O:11])(=[O:4])=[O:3])[CH2:15]1)[CH3:13]. The yield is 0.650. (7) The reactants are [C:1](=[O:22])(OC1C=CC([N+]([O-])=O)=CC=1)[O:2][CH2:3][C:4]1[CH:9]=[C:8]([CH3:10])[N:7]=[C:6]([CH3:11])[CH:5]=1.[CH2:23]([N:25]1[CH2:30][CH2:29][NH:28][CH2:27][CH2:26]1)[CH3:24].C(N(CC)CC)C. The catalyst is CN(C=O)C.CN(C1C=CN=CC=1)C. The product is [CH2:23]([N:25]1[CH2:30][CH2:29][N:28]([C:1]([O:2][CH2:3][C:4]2[CH:5]=[C:6]([CH3:11])[N:7]=[C:8]([CH3:10])[CH:9]=2)=[O:22])[CH2:27][CH2:26]1)[CH3:24]. The yield is 0.580. (8) The reactants are [Cl:1][C:2]1[N:3]=[CH:4][C:5]2[S:10][CH:9]=[C:8]([C:11]([OH:13])=O)[C:6]=2[N:7]=1.[CH:14]1[C:23]2[C:18](=[CH:19][CH:20]=[CH:21][CH:22]=2)[CH:17]=[CH:16][C:15]=1C(N)=O.CC[N:29](C(C)C)C(C)C.ON1C2N=CC=CC=2N=N1.CN(C(ON1N=NC2C=CC=NC1=2)=[N+](C)C)C.F[P-](F)(F)(F)(F)F. The catalyst is CN(C=O)C.ClCCl.O. The product is [CH:14]1[C:23]2[C:18](=[CH:19][CH:20]=[CH:21][CH:22]=2)[CH:17]=[CH:16][C:15]=1[NH:29][C:11]([C:8]1[C:6]2[N:7]=[C:2]([Cl:1])[N:3]=[CH:4][C:5]=2[S:10][CH:9]=1)=[O:13]. The yield is 1.33. (9) The yield is 0.274. The reactants are Br[C:2]1[CH:3]=[C:4]2[C:8](=[CH:9][CH:10]=1)[C:7](=[O:11])[NH:6][C:5]2=[O:12].[CH3:13][N:14](C=O)C. The catalyst is C1C=CC([P]([Pd]([P](C2C=CC=CC=2)(C2C=CC=CC=2)C2C=CC=CC=2)([P](C2C=CC=CC=2)(C2C=CC=CC=2)C2C=CC=CC=2)[P](C2C=CC=CC=2)(C2C=CC=CC=2)C2C=CC=CC=2)(C2C=CC=CC=2)C2C=CC=CC=2)=CC=1.[C-]#N.[C-]#N.[Zn+2]. The product is [O:11]=[C:7]1[C:8]2[C:4](=[CH:3][C:2]([C:13]#[N:14])=[CH:10][CH:9]=2)[C:5](=[O:12])[NH:6]1.